This data is from Full USPTO retrosynthesis dataset with 1.9M reactions from patents (1976-2016). The task is: Predict the reactants needed to synthesize the given product. (1) Given the product [CH:1]1([CH:7]2[CH:16]3[CH2:17][CH2:18][CH2:19][O:20][CH:15]3[C:14]3[C:13]([NH2:21])=[CH:12][CH:11]=[CH:10][C:9]=3[NH:8]2)[CH2:2][CH2:3][CH2:4][CH2:5][CH2:6]1, predict the reactants needed to synthesize it. The reactants are: [CH:1]1([CH:7]2[CH:16]3[CH2:17][CH2:18][CH2:19][O:20][CH:15]3[C:14]3[C:13]([N+:21]([O-])=O)=[CH:12][CH:11]=[CH:10][C:9]=3[NH:8]2)[CH2:6][CH2:5][CH2:4][CH2:3][CH2:2]1. (2) Given the product [NH2:1][C:2]1[C:7]([CH3:8])=[CH:6][C:5]([CH3:9])=[CH:4][C:3]=1[C:10](=[O:12])[CH2:11][CH3:13], predict the reactants needed to synthesize it. The reactants are: [NH2:1][C:2]1[C:7]([CH3:8])=[CH:6][C:5]([CH3:9])=[CH:4][C:3]=1[C:10](=[O:12])[CH3:11].[C:13](#N)CC.